From a dataset of Forward reaction prediction with 1.9M reactions from USPTO patents (1976-2016). Predict the product of the given reaction. (1) Given the reactants Cl[C:2]1[N:7]=[C:6]([C:8]2[CH:13]=[CH:12][C:11]([Cl:14])=[CH:10][CH:9]=2)[N:5]=[C:4]([NH:15][CH2:16][CH2:17][NH:18][C:19](=[O:21])[CH3:20])[CH:3]=1.[NH:22]1[CH2:27][CH2:26][NH:25][CH2:24][CH2:23]1.C(=O)([O-])O.[Na+], predict the reaction product. The product is: [Cl:14][C:11]1[CH:12]=[CH:13][C:8]([C:6]2[N:5]=[C:4]([NH:15][CH2:16][CH2:17][NH:18][C:19](=[O:21])[CH3:20])[CH:3]=[C:2]([N:22]3[CH2:27][CH2:26][NH:25][CH2:24][CH2:23]3)[N:7]=2)=[CH:9][CH:10]=1. (2) Given the reactants I[CH:2]1[C:7](=[O:8])[N:6]([CH3:9])[C@H:5]([C:10]2[CH:15]=[C:14]([F:16])[CH:13]=[CH:12][C:11]=2[F:17])[C@@H:4]([NH:18][C:19](=[O:25])[O:20][C:21]([CH3:24])([CH3:23])[CH3:22])[CH2:3]1.[F:26][C:27]([F:38])([F:37])[C:28]([NH:30][C:31]1[CH:36]=[N:35][CH:34]=[CH:33][N:32]=1)=O.C([N:42](CC)C(C)C)(C)C, predict the reaction product. The product is: [F:17][C:11]1[CH:12]=[CH:13][C:14]([F:16])=[CH:15][C:10]=1[C@@H:5]1[C@@H:4]([NH:18][C:19](=[O:25])[O:20][C:21]([CH3:24])([CH3:23])[CH3:22])[CH2:3][C@@H:2]([N:35]2[CH2:34][CH2:33][N:32]3[N:42]=[C:28]([C:27]([F:38])([F:37])[F:26])[N:30]=[C:31]3[CH2:36]2)[C:7](=[O:8])[N:6]1[CH3:9]. (3) Given the reactants [CH3:1][O:2][C:3]1[CH:4]=[C:5]2[C:10](=[CH:11][C:12]=1[O:13][CH3:14])[C:9](=[CH:15][C:16](=[O:19])[CH2:17][CH3:18])[NH:8][CH2:7][CH2:6]2.[OH:20][C:21]1[C:28]([CH3:29])=[CH:27][C:24]([CH:25]=O)=[CH:23][C:22]=1[CH3:30].[N+]([CH2:34][CH3:35])([O-])=O.N1C=CC=CC=1, predict the reaction product. The product is: [OH:20][C:21]1[C:28]([CH3:29])=[CH:27][C:24]([C:25]2[C:15]([C:16](=[O:19])[CH2:17][CH3:18])=[C:9]3[C:10]4[C:5](=[CH:4][C:3]([O:2][CH3:1])=[C:12]([O:13][CH3:14])[CH:11]=4)[CH2:6][CH2:7][N:8]3[C:34]=2[CH3:35])=[CH:23][C:22]=1[CH3:30]. (4) Given the reactants [F:1][C:2]1[CH:7]=[CH:6][C:5]([F:8])=[CH:4][C:3]=1[CH2:9][CH:10]([NH2:12])[CH3:11].Cl[C:14]1[CH:19]=[CH:18][NH:17][C:16](=[O:20])[C:15]=1[C:21]1[NH:41][C:24]2=[CH:25][C:26]3[C:27](=[O:40])[N:28]([CH:33]4[CH2:38][CH2:37][N:36]([CH3:39])[CH2:35][CH2:34]4)[C:29](=[O:32])[C:30]=3[CH:31]=[C:23]2[N:22]=1, predict the reaction product. The product is: [F:1][C:2]1[CH:7]=[CH:6][C:5]([F:8])=[CH:4][C:3]=1[CH2:9][CH:10]([NH:12][C:14]1[CH:19]=[CH:18][NH:17][C:16](=[O:20])[C:15]=1[C:21]1[NH:22][C:23]2=[CH:31][C:30]3[C:29](=[O:32])[N:28]([CH:33]4[CH2:38][CH2:37][N:36]([CH3:39])[CH2:35][CH2:34]4)[C:27](=[O:40])[C:26]=3[CH:25]=[C:24]2[N:41]=1)[CH3:11].